This data is from Forward reaction prediction with 1.9M reactions from USPTO patents (1976-2016). The task is: Predict the product of the given reaction. Given the reactants Cl.[Cl:2][C:3]1[CH:8]=[CH:7][C:6]([C:9]2[CH:10]=[CH:11][C:12]([C:15]#[C:16][C:17]3[CH:44]=[CH:43][C:20]([O:21][CH2:22][CH2:23][N:24]4[CH2:29][CH2:28][CH:27]([CH:30]5[CH2:35][CH2:34][N:33](C(OC(C)(C)C)=O)[CH2:32][CH2:31]5)[CH2:26][CH2:25]4)=[CH:19][CH:18]=3)=[N:13][CH:14]=2)=[CH:5][CH:4]=1.C([O-])(O)=O.[Na+].O, predict the reaction product. The product is: [Cl:2][C:3]1[CH:8]=[CH:7][C:6]([C:9]2[CH:10]=[CH:11][C:12]([C:15]#[C:16][C:17]3[CH:44]=[CH:43][C:20]([O:21][CH2:22][CH2:23][N:24]4[CH2:29][CH2:28][CH:27]([CH:30]5[CH2:35][CH2:34][NH:33][CH2:32][CH2:31]5)[CH2:26][CH2:25]4)=[CH:19][CH:18]=3)=[N:13][CH:14]=2)=[CH:5][CH:4]=1.